From a dataset of Forward reaction prediction with 1.9M reactions from USPTO patents (1976-2016). Predict the product of the given reaction. (1) The product is: [CH3:25][O:24][C:7]1[CH:6]=[C:5]([CH:2]([CH3:1])[CH3:3])[CH:10]=[CH:9][C:8]=1[N:11]([S:15]([C:18]1[CH:19]=[CH:20][CH:21]=[CH:22][CH:23]=1)(=[O:16])=[O:17])[C:12](=[O:14])[CH3:13]. Given the reactants [CH3:1][C:2]([C:5]1[CH:10]=[CH:9][C:8]([N:11]([S:15]([C:18]2[CH:23]=[CH:22][CH:21]=[CH:20][CH:19]=2)(=[O:17])=[O:16])[C:12](=[O:14])[CH3:13])=[C:7]([O:24][CH3:25])[CH:6]=1)(O)[CH3:3].C(=O)([O-])O.[Na+], predict the reaction product. (2) Given the reactants [S:1]1(=[O:8])(=[O:7])[CH2:6][CH2:5][CH2:4][CH2:3][NH:2]1.[Br:9][C:10]1[CH:11]=[N:12][CH:13]=[C:14]([CH2:16]Cl)[CH:15]=1.[H-].[Na+], predict the reaction product. The product is: [Br:9][C:10]1[CH:15]=[C:14]([CH2:16][N:2]2[CH2:3][CH2:4][CH2:5][CH2:6][S:1]2(=[O:8])=[O:7])[CH:13]=[N:12][CH:11]=1. (3) Given the reactants [ClH:1].[CH2:2]1[C:14]2[C:13]3[CH:12]=[CH:11][CH:10]=[CH:9][C:8]=3[N:7]([CH2:15][C:16]([O:18][CH2:19][CH3:20])=[O:17])[C:6]=2[CH2:5][CH2:4][NH:3]1.[C:21]1(NN)C=CC=CC=1, predict the reaction product. The product is: [ClH:1].[CH3:21][C:10]1[CH:11]=[CH:12][C:13]2[C:14]3[CH2:2][NH:3][CH2:4][CH2:5][C:6]=3[N:7]([CH2:15][C:16]([O:18][CH2:19][CH3:20])=[O:17])[C:8]=2[CH:9]=1.